Dataset: HIV replication inhibition screening data with 41,000+ compounds from the AIDS Antiviral Screen. Task: Binary Classification. Given a drug SMILES string, predict its activity (active/inactive) in a high-throughput screening assay against a specified biological target. (1) The compound is O=C1C(=O)N(c2ccc(Cl)cc2Cl)C(=O)C(=O)C1c1nc2ccccc2s1. The result is 0 (inactive). (2) The molecule is O=[N+]([O-])C(Cl)=CC(=C(Nc1ccccc1)Nc1ccccc1)[N+](=O)[O-]. The result is 0 (inactive). (3) The molecule is Cc1c(CN=[N+]=[N-])c(C)c(CN=[N+]=[N-])c(C)c1CN=[N+]=[N-]. The result is 0 (inactive). (4) The drug is CCOC(=O)C(NC(=O)C(CCCCNP(=O)(OCC)OCC)NC(=O)C(C)NC(C)=O)C(C)C. The result is 0 (inactive). (5) The drug is CCOC1(OCC)CS(=O)(=O)C1c1ccccc1. The result is 0 (inactive). (6) The molecule is COC1OC(CO)C(O)C1N. The result is 0 (inactive). (7) The molecule is COc1ccc(-n2cccc2)cc1. The result is 0 (inactive). (8) The molecule is O=C(Nc1cnc(O)nc1O)c1ccc(S(=O)(=O)F)cc1. The result is 0 (inactive). (9) The drug is CC12c3c4cc(NC(=O)C(=O)NCc5ccc(-c6ccccn6)nc5)cc3Oc3cc(NC(=O)C(=O)NCc5ccc(-c6ccccn6)nc5)cc(c31)OC1C=C(NC(=O)C(=O)NCc3ccc(-c5ccccn5)nc3)C=C(O4)C12. The result is 0 (inactive).